This data is from Full USPTO retrosynthesis dataset with 1.9M reactions from patents (1976-2016). The task is: Predict the reactants needed to synthesize the given product. (1) Given the product [C:1]([C:4]1[C:9]([C:10]2[CH:15]=[CH:14][CH:13]=[CH:12][CH:11]=2)=[N:8][N:7]([CH2:16][CH3:17])[C:6](=[O:18])[C:5]=1[NH:19][C:23]1[CH:24]=[N:25][CH:26]=[CH:27][CH:28]=1)(=[O:3])[CH3:2], predict the reactants needed to synthesize it. The reactants are: [C:1]([C:4]1[C:9]([C:10]2[CH:15]=[CH:14][CH:13]=[CH:12][CH:11]=2)=[N:8][N:7]([CH2:16][CH3:17])[C:6](=[O:18])[C:5]=1[N+:19]([O-])=O)(=[O:3])[CH3:2].N[C:23]1[CH:24]=[N:25][CH:26]=[CH:27][CH:28]=1. (2) Given the product [Cl:24][C:23]1[CH:22]=[CH:21][CH:20]=[C:19]([Cl:25])[C:18]=1[C:16]1[S:17][C:10]2[C:9]([NH:8][C:4]3[N:5]=[CH:6][N:7]=[C:2]([CH:31]4[CH2:32][CH:60]([OH:61])[CH2:30]4)[CH:3]=3)=[N:14][CH:13]=[N:12][C:11]=2[N:15]=1, predict the reactants needed to synthesize it. The reactants are: Cl[C:2]1[N:7]=[CH:6][N:5]=[C:4]([NH:8][C:9]2[C:10]3[S:17][C:16]([C:18]4[C:23]([Cl:24])=[CH:22][CH:21]=[CH:20][C:19]=4[Cl:25])=[N:15][C:11]=3[N:12]=[CH:13][N:14]=2)[CH:3]=1.NN1[CH:32]=[CH:31][C:30](Cl)=NC1.[H-].[Na+].ClC1C=CC=C(Cl)C=1C1SC2C(S(C)(=O)=O)=NC=NC=2N=1.CN([CH:60]=[O:61])C. (3) Given the product [CH3:22][C:21]([N+:18]([O-:20])=[O:19])([CH3:23])[CH2:6][CH2:5][S:2]([CH3:1])(=[O:4])=[O:3], predict the reactants needed to synthesize it. The reactants are: [CH3:1][S:2]([CH:5]=[CH2:6])(=[O:4])=[O:3].N1CCCN2CCCCCC=12.[N+:18]([CH:21]([CH3:23])[CH3:22])([O-:20])=[O:19]. (4) Given the product [C:22]([O:21][C:19]([NH:18][CH2:17][C@H:14]1[CH2:13][CH2:12][C@H:11]([C:9]([NH:8][C@@H:7]([CH2:6][C:5]2[CH:4]=[CH:3][C:2]([C:67]3[CH:68]=[CH:69][C:64]([C:63](=[O:80])[NH:62][CH:59]4[CH2:58][CH2:57][CH:56]([N:55]([CH3:54])[CH3:81])[CH2:61][CH2:60]4)=[CH:65][C:66]=3[CH3:79])=[CH:53][CH:52]=2)[C:26]([NH:28][C:29]2[CH:34]=[CH:33][C:32]([C:35]3[NH:36][C:37]([C:40]([F:51])([F:50])[C:41]([F:48])([F:49])[C:42]([F:46])([F:47])[C:43]([OH:45])=[O:44])=[N:38][N:39]=3)=[CH:31][CH:30]=2)=[O:27])=[O:10])[CH2:16][CH2:15]1)=[O:20])([CH3:23])([CH3:24])[CH3:25], predict the reactants needed to synthesize it. The reactants are: Br[C:2]1[CH:53]=[CH:52][C:5]([CH2:6][C@@H:7]([C:26]([NH:28][C:29]2[CH:34]=[CH:33][C:32]([C:35]3[NH:36][C:37]([C:40]([F:51])([F:50])[C:41]([F:49])([F:48])[C:42]([F:47])([F:46])[C:43]([OH:45])=[O:44])=[N:38][N:39]=3)=[CH:31][CH:30]=2)=[O:27])[NH:8][C:9]([C@H:11]2[CH2:16][CH2:15][C@H:14]([CH2:17][NH:18][C:19]([O:21][C:22]([CH3:25])([CH3:24])[CH3:23])=[O:20])[CH2:13][CH2:12]2)=[O:10])=[CH:4][CH:3]=1.[CH3:54][N:55]([CH3:81])[CH:56]1[CH2:61][CH2:60][CH:59]([NH:62][C:63](=[O:80])[C:64]2[CH:69]=[CH:68][C:67](B3OC(C)(C)C(C)(C)O3)=[C:66]([CH3:79])[CH:65]=2)[CH2:58][CH2:57]1.C(O)C.C(=O)([O-])[O-].[Na+].[Na+].